This data is from Cav3 T-type calcium channel HTS with 100,875 compounds. The task is: Binary Classification. Given a drug SMILES string, predict its activity (active/inactive) in a high-throughput screening assay against a specified biological target. (1) The drug is Brc1ccc(c2nc(sc2)NNC2=NCCCCC2)cc1. The result is 0 (inactive). (2) The molecule is S(=O)(=O)(N1CCC(CC1)C(=O)NCc1ncccc1)c1cc(OC)c(OC)cc1. The result is 0 (inactive). (3) The drug is O=c1[nH]c2c(cc1C(N1CCN(CC1)C(=O)c1occc1)c1n(nnn1)C(C)(C)C)cccc2C. The result is 0 (inactive). (4) The compound is S(=O)(=O)(N1CCC(CC1)C(=O)c1cc2OCCOc2cc1)c1c(F)cccc1. The result is 0 (inactive). (5) The molecule is S=c1nc(n(c2CC(OCc12)(C)C)CCO)c1ccccc1. The result is 0 (inactive). (6) The molecule is S(=O)(=O)(N1CCN(CC1)C\C=C\c1ccccc1)C. The result is 0 (inactive). (7) The compound is S(=O)(=O)(N1CC(CCC1)C(=O)NCCCN(CC)c1cc(ccc1)C)CC. The result is 0 (inactive).